Dataset: Full USPTO retrosynthesis dataset with 1.9M reactions from patents (1976-2016). Task: Predict the reactants needed to synthesize the given product. (1) Given the product [Si:1]([O:8][C@H:9]([CH3:34])[C@@H:10]([NH:23][C:24]1[CH:29]=[CH:28][C:27]([C:30]#[N:31])=[C:26]([Cl:32])[C:25]=1[CH3:33])[C:11]1[S:44][C:15]([C:16]2[CH:21]=[CH:20][CH:19]=[CH:18][CH:17]=2)=[N:14][N:13]=1)([C:4]([CH3:7])([CH3:6])[CH3:5])([CH3:3])[CH3:2], predict the reactants needed to synthesize it. The reactants are: [Si:1]([O:8][C@H:9]([CH3:34])[C@@H:10]([NH:23][C:24]1[CH:29]=[CH:28][C:27]([C:30]#[N:31])=[C:26]([Cl:32])[C:25]=1[CH3:33])[C:11]([NH:13][NH:14][C:15](=O)[C:16]1[CH:21]=[CH:20][CH:19]=[CH:18][CH:17]=1)=O)([C:4]([CH3:7])([CH3:6])[CH3:5])([CH3:3])[CH3:2].COC1C=CC(P2(SP(C3C=CC(OC)=CC=3)(=S)S2)=[S:44])=CC=1. (2) Given the product [C:1]([C:3]1([C:6]2[CH:7]=[C:8]([CH:12]=[CH:13][CH:14]=2)[C:9]([NH:15][C:16]2[CH:37]=[CH:36][CH:35]=[C:18]([O:19][C:20]3[CH:21]=[CH:22][C:23]4[N:24]([N:26]=[C:27]([NH:29][C:30]([CH:32]5[CH2:33][CH2:34]5)=[O:31])[N:28]=4)[CH:25]=3)[CH:17]=2)=[O:10])[CH2:5][CH2:4]1)#[N:2], predict the reactants needed to synthesize it. The reactants are: [C:1]([C:3]1([C:6]2[CH:7]=[C:8]([CH:12]=[CH:13][CH:14]=2)[C:9](Cl)=[O:10])[CH2:5][CH2:4]1)#[N:2].[NH2:15][C:16]1[CH:17]=[C:18]([CH:35]=[CH:36][CH:37]=1)[O:19][C:20]1[CH:21]=[CH:22][C:23]2[N:24]([N:26]=[C:27]([NH:29][C:30]([CH:32]3[CH2:34][CH2:33]3)=[O:31])[N:28]=2)[CH:25]=1. (3) Given the product [CH3:1][C:2]1([CH3:12])[C:10]2[C:5](=[CH:6][CH:7]=[CH:8][CH:9]=2)[CH2:4][C:3]1=[N:14][OH:15], predict the reactants needed to synthesize it. The reactants are: [CH3:1][C:2]1([CH3:12])[C:10]2[C:5](=[CH:6][CH:7]=[CH:8][CH:9]=2)[CH2:4][C:3]1=O.Cl.[NH2:14][OH:15].C1(C)C=CC=CC=1.C(Cl)(Cl)Cl. (4) Given the product [N:13]([CH2:16][CH2:17][CH2:18][C:19]1([C:21]2[CH:26]=[CH:25][CH:24]=[CH:23][CH:22]=2)[NH:6][N:5]=[C:4]([C:3]2[CH:8]=[C:9]([F:12])[CH:10]=[CH:11][C:2]=2[F:1])[S:7]1)=[N+:14]=[N-:15], predict the reactants needed to synthesize it. The reactants are: [F:1][C:2]1[CH:11]=[CH:10][C:9]([F:12])=[CH:8][C:3]=1[C:4](=[S:7])[NH:5][NH2:6].[N:13]([CH2:16][CH2:17][CH2:18][C:19]([C:21]1[CH:26]=[CH:25][CH:24]=[CH:23][CH:22]=1)=O)=[N+:14]=[N-:15]. (5) Given the product [Cl:18][C:2]1[S:3][C:4]([C:13]([O:15][CH2:16][CH3:17])=[O:14])=[C:5]([C:7]2[N:12]=[CH:11][CH:10]=[CH:9][N:8]=2)[N:6]=1, predict the reactants needed to synthesize it. The reactants are: N[C:2]1[S:3][C:4]([C:13]([O:15][CH2:16][CH3:17])=[O:14])=[C:5]([C:7]2[N:12]=[CH:11][CH:10]=[CH:9][N:8]=2)[N:6]=1.[ClH:18].N([O-])=O.[Na+].NC(N)=O.